This data is from Full USPTO retrosynthesis dataset with 1.9M reactions from patents (1976-2016). The task is: Predict the reactants needed to synthesize the given product. Given the product [CH:7]1[C:6]([C:4]([CH2:3][Br:1])=[O:5])=[CH:11][CH:10]=[C:9]([OH:12])[CH:8]=1, predict the reactants needed to synthesize it. The reactants are: [Br:1]Br.[CH3:3][C:4]([C:6]1[CH:7]=[CH:8][C:9]([OH:12])=[CH:10][CH:11]=1)=[O:5].C(=O)(O)[O-].[Na+].